Dataset: Reaction yield outcomes from USPTO patents with 853,638 reactions. Task: Predict the reaction yield, written as a fraction of the theoretical maximum amount of product (1.0 means a 100% yield; for example, 0.34 means a 34% yield). The reactants are [F:1][C:2]1[CH:24]=[C:23]([O:25][C:26]([F:29])([F:28])[F:27])[CH:22]=[CH:21][C:3]=1[CH2:4][NH:5][C:6]1[C:7]([NH2:20])=[CH:8][CH:9]=[C:10]([O:12][CH2:13][C:14]2[CH:18]=[CH:17][N:16]([CH3:19])[N:15]=2)[CH:11]=1.S([O-])([O-])=O.[Na+].[Na+].[C:36](=[O:39])(O)[O-:37].[Na+]. The catalyst is C(O)C.O. The product is [F:1][C:2]1[CH:24]=[C:23]([O:25][C:26]([F:27])([F:29])[F:28])[CH:22]=[CH:21][C:3]=1[CH2:4][N:5]1[C:6]2[CH:11]=[C:10]([O:12][CH2:13][C:14]3[CH:18]=[CH:17][N:16]([CH3:19])[N:15]=3)[CH:9]=[CH:8][C:7]=2[N:20]=[C:4]1[C@H:3]1[CH2:21][CH2:22][CH2:23][CH2:24][C@H:2]1[C:36]([OH:37])=[O:39]. The yield is 0.602.